From a dataset of Forward reaction prediction with 1.9M reactions from USPTO patents (1976-2016). Predict the product of the given reaction. (1) Given the reactants CC([O:5][C:6](=[O:32])[CH2:7][CH2:8][CH2:9][NH:10][C:11]1[CH:20]=[CH:19][C:18]2[C:13](=[CH:14][CH:15]=[C:16]([Cl:31])[C:17]=2[NH:21][C:22](=[O:30])[CH2:23][CH:24]2[CH2:29][CH2:28][CH2:27][CH2:26][CH2:25]2)[N:12]=1)(C)C.FC(F)(F)C(O)=O, predict the reaction product. The product is: [Cl:31][C:16]1[C:17]([NH:21][C:22](=[O:30])[CH2:23][CH:24]2[CH2:25][CH2:26][CH2:27][CH2:28][CH2:29]2)=[C:18]2[C:13](=[CH:14][CH:15]=1)[N:12]=[C:11]([NH:10][CH2:9][CH2:8][CH2:7][C:6]([OH:32])=[O:5])[CH:20]=[CH:19]2. (2) Given the reactants [CH3:1][O:2][CH2:3][C@@H:4]([CH3:7])[CH2:5][OH:6].C(N(CC)CC)C.[CH3:15][S:16](Cl)(=[O:18])=[O:17], predict the reaction product. The product is: [CH3:1][O:2][CH2:3][C@@H:4]([CH3:7])[CH2:5][O:6][S:16]([CH3:15])(=[O:18])=[O:17]. (3) Given the reactants [NH:1]1[CH:5]=[C:4]([C:6]2[N:11]3[N:12]=[C:13]([NH:15][C:16]4[CH:21]=[CH:20][C:19]([O:22][CH2:23][CH2:24][N:25]5[CH2:29][CH2:28][CH2:27][CH2:26]5)=[CH:18][CH:17]=4)[N:14]=[C:10]3[CH:9]=[CH:8][CH:7]=2)[CH:3]=[N:2]1.C(=O)([O-])[O-].[Cs+].[Cs+].Br[CH2:37][C:38]([O:40][CH3:41])=[O:39], predict the reaction product. The product is: [CH3:41][O:40][C:38](=[O:39])[CH2:37][N:2]1[CH:3]=[C:4]([C:6]2[N:11]3[N:12]=[C:13]([NH:15][C:16]4[CH:17]=[CH:18][C:19]([O:22][CH2:23][CH2:24][N:25]5[CH2:29][CH2:28][CH2:27][CH2:26]5)=[CH:20][CH:21]=4)[N:14]=[C:10]3[CH:9]=[CH:8][CH:7]=2)[CH:5]=[N:1]1.